Dataset: Forward reaction prediction with 1.9M reactions from USPTO patents (1976-2016). Task: Predict the product of the given reaction. (1) Given the reactants [F:1][C:2]1[CH:7]=[CH:6][CH:5]=[C:4](I)[CH:3]=1.[NH:9]1[C:17]2[C:12](=[C:13]([CH2:18][N:19]3[CH2:24][CH2:23][CH:22]([C:25]4[CH:26]=[C:27]([NH:31][C:32](=[O:36])[CH:33]([CH3:35])[CH3:34])[CH:28]=[CH:29][CH:30]=4)[CH2:21][CH2:20]3)[CH:14]=[CH:15][CH:16]=2)[CH:11]=[CH:10]1, predict the reaction product. The product is: [F:1][C:2]1[CH:3]=[C:4]([N:9]2[C:17]3[C:12](=[C:13]([CH2:18][N:19]4[CH2:24][CH2:23][CH:22]([C:25]5[CH:26]=[C:27]([NH:31][C:32](=[O:36])[CH:33]([CH3:34])[CH3:35])[CH:28]=[CH:29][CH:30]=5)[CH2:21][CH2:20]4)[CH:14]=[CH:15][CH:16]=3)[CH:11]=[CH:10]2)[CH:5]=[CH:6][CH:7]=1. (2) Given the reactants [CH3:1][C@H:2]1[CH2:7][N:6]2[N:8]=[CH:9][C:10]([N:11]3[CH2:15][CH:14]([N:16]4[CH2:21][CH2:20][O:19][CH2:18][C:17]4=[O:22])[CH2:13][C:12]3=[O:23])=[C:5]2[CH2:4][N:3]1[C:24]([O:26]C(C)(C)C)=O.C[C@H]1CN2N=CC(N3CCCC3=O)=C2CN1C(OC(C)(C)C)=O.[F:54][C:55]1[CH:56]=[C:57]([NH:63]C(=O)OC2C=CC=CC=2)[CH:58]=[C:59]([F:62])[C:60]=1[F:61].FC(F)C1C=C(NC(=O)OC2C=CC=CC=2)C=CN=1, predict the reaction product. The product is: [CH3:1][C@H:2]1[CH2:7][N:6]2[N:8]=[CH:9][C:10]([N:11]3[CH2:15][CH:14]([N:16]4[CH2:21][CH2:20][O:19][CH2:18][C:17]4=[O:22])[CH2:13][C:12]3=[O:23])=[C:5]2[CH2:4][N:3]1[C:24]([NH:63][C:57]1[CH:56]=[C:55]([F:54])[C:60]([F:61])=[C:59]([F:62])[CH:58]=1)=[O:26]. (3) The product is: [Cl:1][C:2]1[CH:3]=[C:4]([C:9]2([C:26]([F:28])([F:29])[F:27])[CH2:13][C:12]3[CH:14]=[C:15]([C:18]4[C:19]([F:25])=[C:20]([NH:21][C:40]([CH:37]5[CH2:39][CH2:38]5)=[O:41])[CH:22]=[CH:23][CH:24]=4)[CH:16]=[CH:17][C:11]=3[O:10]2)[CH:5]=[C:6]([Cl:8])[CH:7]=1. Given the reactants [Cl:1][C:2]1[CH:3]=[C:4]([C:9]2([C:26]([F:29])([F:28])[F:27])[CH2:13][C:12]3[CH:14]=[C:15]([C:18]4[C:19]([F:25])=[C:20]([CH:22]=[CH:23][CH:24]=4)[NH2:21])[CH:16]=[CH:17][C:11]=3[O:10]2)[CH:5]=[C:6]([Cl:8])[CH:7]=1.CCN(CC)CC.[CH:37]1([C:40](Cl)=[O:41])[CH2:39][CH2:38]1.O, predict the reaction product. (4) The product is: [CH3:48][O:47][C:45](=[O:46])[CH:44]=[CH:4][C:5]1[CH:10]=[CH:9][C:8]([F:11])=[CH:7][C:6]=1[NH:12][CH2:13][CH2:14][CH2:15][CH3:16]. Given the reactants CON(C)[C:4](=O)[C:5]1[CH:10]=[CH:9][C:8]([F:11])=[CH:7][C:6]=1[NH:12][CH2:13][CH2:14][CH2:15][CH3:16].[H-].[H-].[H-].[H-].[Li+].[Al+3].C1(P(=[CH:44][C:45]([O:47][CH3:48])=[O:46])(C2C=CC=CC=2)C2C=CC=CC=2)C=CC=CC=1, predict the reaction product.